This data is from Reaction yield outcomes from USPTO patents with 853,638 reactions. The task is: Predict the reaction yield, written as a fraction of the theoretical maximum amount of product (1.0 means a 100% yield; for example, 0.34 means a 34% yield). (1) The reactants are [Cl:1][C:2]1[N:7]=[N:6][C:5]([NH2:8])=[CH:4][C:3]=1[CH3:9].Cl[CH2:11][CH:12]=O. The catalyst is C(O)CCC. The product is [Cl:1][C:2]1[C:3]([CH3:9])=[CH:4][C:5]2[N:6]([CH:11]=[CH:12][N:8]=2)[N:7]=1. The yield is 0.334. (2) No catalyst specified. The yield is 0.980. The product is [Br:6][C:7]1[CH:8]=[C:9]2[C:10]([C:15](=[O:2])[C:14](=[O:18])[NH:13]2)=[CH:11][CH:12]=1. The reactants are S(=O)(=O)(O)[OH:2].[Br:6][C:7]1[CH:8]=[C:9]([NH:13][C:14](=[O:18])[CH:15]=NO)[CH:10]=[CH:11][CH:12]=1. (3) The product is [O:1]1[C:5]2[CH:6]=[CH:7][C:8]([C:10]3[O:14][C:13]([CH2:15][CH2:16][C:17]([N:22]([O:23][CH3:24])[CH3:21])=[O:19])=[N:12][N:11]=3)=[CH:9][C:4]=2[CH2:3][CH2:2]1. The yield is 0.790. The reactants are [O:1]1[C:5]2[CH:6]=[CH:7][C:8]([C:10]3[O:14][C:13]([CH2:15][CH2:16][C:17]([OH:19])=O)=[N:12][N:11]=3)=[CH:9][C:4]=2[CH2:3][CH2:2]1.Cl.[CH3:21][NH:22][O:23][CH3:24].C(N(CC)CC)C.Cl.CN(C)CCCN=C=NCC.ON1C2C=CC=CC=2N=N1. The catalyst is CN(C)C=O.C(OCC)(=O)C. (4) The reactants are [CH3:1][O:2][C:3](=[O:17])[CH:4]([C:6]1[CH:15]=[CH:14][C:13]2[C:8](=[CH:9][CH:10]=[C:11]([OH:16])[CH:12]=2)[CH:7]=1)[CH3:5].[C:18]([O-])([O-])=[O:19].[K+].[K+].[I-].[Na+].C[C:27]([CH3:29])=[O:28]. No catalyst specified. The product is [CH3:1][O:2][C:3](=[O:17])[CH:4]([C:6]1[CH:15]=[CH:14][C:13]2[C:8](=[CH:9][CH:10]=[C:11]([O:16][CH2:29][C:27]([O:19][CH3:18])=[O:28])[CH:12]=2)[CH:7]=1)[CH3:5]. The yield is 0.543.